From a dataset of Full USPTO retrosynthesis dataset with 1.9M reactions from patents (1976-2016). Predict the reactants needed to synthesize the given product. (1) Given the product [NH4+:2].[OH-:9].[CH3:23][CH2:24][OH:30].[C:12]1([CH3:19])[CH:13]=[C:14]([CH3:18])[CH:15]=[C:16]([CH3:17])[C:11]=1[S:8]([N:7]([CH2:20][CH2:21][CH2:22][CH2:23][CH2:24][NH2:25])[CH2:6][CH2:5][CH2:4][CH2:3][CH2:1][NH2:2])(=[O:9])=[O:10], predict the reactants needed to synthesize it. The reactants are: [C:1]([CH2:3][CH2:4][CH2:5][CH2:6][N:7]([CH2:20][CH2:21][CH2:22][CH2:23][C:24]#[N:25])[S:8]([C:11]1[C:16]([CH3:17])=[CH:15][C:14]([CH3:18])=[CH:13][C:12]=1[CH3:19])(=[O:10])=[O:9])#[N:2].N.[H][H].[NH4+].[OH-:30]. (2) Given the product [CH3:28][N:29]([CH3:41])[C:30]([N:32]1[CH2:36][CH:27]2[CH2:22][C:24](=[CH2:23])[CH2:25][CH:26]2[CH2:33]1)=[O:31], predict the reactants needed to synthesize it. The reactants are: CC(C)([O-])C.[K+].[I-].C[P+]([C:22]1[CH:27]=[CH:26][CH:25]=[CH:24][CH:23]=1)([C:22]1[CH:27]=[CH:26][CH:25]=[CH:24][CH:23]=1)[C:22]1[CH:27]=[CH:26][CH:25]=[CH:24][CH:23]=1.[CH3:28][N:29]([CH3:41])[C:30]([N:32]1[CH2:36]C2CC(=O)CC2[CH2:33]1)=[O:31]. (3) Given the product [CH2:23]([O:25][C:26](=[O:38])[CH2:27][N:28]1[C:36]2[C:31](=[CH:32][C:33]([O:37][CH2:2][C:3]3[C:4]([CH2:19][CH2:20][O:21][CH3:22])=[N:5][C:6]([C:9]4[CH:14]=[CH:13][C:12]([C:15]([F:18])([F:17])[F:16])=[CH:11][CH:10]=4)=[N:7][CH:8]=3)=[CH:34][CH:35]=2)[CH:30]=[CH:29]1)[CH3:24], predict the reactants needed to synthesize it. The reactants are: Cl[CH2:2][C:3]1[C:4]([CH2:19][CH2:20][O:21][CH3:22])=[N:5][C:6]([C:9]2[CH:14]=[CH:13][C:12]([C:15]([F:18])([F:17])[F:16])=[CH:11][CH:10]=2)=[N:7][CH:8]=1.[CH2:23]([O:25][C:26](=[O:38])[CH2:27][N:28]1[C:36]2[C:31](=[CH:32][C:33]([OH:37])=[CH:34][CH:35]=2)[CH:30]=[CH:29]1)[CH3:24].C(=O)([O-])[O-].[Cs+].[Cs+].